Dataset: Full USPTO retrosynthesis dataset with 1.9M reactions from patents (1976-2016). Task: Predict the reactants needed to synthesize the given product. (1) Given the product [CH3:13][C:10]([CH3:14])([CH:9]([C:15]1[CH:16]=[CH:17][N:18]=[CH:19][CH:20]=1)[O:8][S:27]([C:24]1[CH:25]=[CH:26][C:21]([CH3:31])=[CH:22][CH:23]=1)(=[O:29])=[O:28])[C:11]#[N:12], predict the reactants needed to synthesize it. The reactants are: C(N(CC)CC)C.[OH:8][CH:9]([C:15]1[CH:20]=[CH:19][N:18]=[CH:17][CH:16]=1)[C:10]([CH3:14])([CH3:13])[C:11]#[N:12].[C:21]1([CH3:31])[CH:26]=[CH:25][C:24]([S:27](Cl)(=[O:29])=[O:28])=[CH:23][CH:22]=1. (2) The reactants are: Br[C:2]1[CH:3]=[C:4]2[C@@:15]3([CH2:19][O:18][C:17]([NH2:20])=[N:16]3)[C:14]3[CH:13]=[C:12](Cl)[N:11]=[CH:10][C:9]=3[O:8][C:5]2=[CH:6][CH:7]=1.P([O-])([O-])([O-])=O.[K+].[K+].[K+].C[CH:31]([NH2:39])[CH2:32][C:33]1[CH:38]=[CH:37]C=CC=1.OP(O)(O)=O.[N:45]1[CH:50]=[CH:49][CH:48]=[C:47](B(O)O)[CH:46]=1. Given the product [N:45]1[CH:50]=[CH:49][CH:48]=[C:47]([C:12]2[N:11]=[CH:10][C:9]3[O:8][C:5]4[C:4]([C@@:15]5([CH2:19][O:18][C:17]([NH2:20])=[N:16]5)[C:14]=3[CH:13]=2)=[CH:3][C:2]([C:38]2[CH:37]=[N:39][CH:31]=[CH:32][CH:33]=2)=[CH:7][CH:6]=4)[CH:46]=1, predict the reactants needed to synthesize it.